From a dataset of Full USPTO retrosynthesis dataset with 1.9M reactions from patents (1976-2016). Predict the reactants needed to synthesize the given product. (1) Given the product [NH2:33][C:24]1[S:23][C:27]2[CH2:28][CH:29]([NH:32][C:17](=[O:19])[CH2:16][N:11]3[C:12]([CH3:15])=[CH:13][CH:14]=[C:9]([NH:8][S:5]([CH2:1][CH2:2][CH2:3][CH3:4])(=[O:6])=[O:7])[C:10]3=[O:20])[CH2:30][CH2:31][C:26]=2[N:25]=1, predict the reactants needed to synthesize it. The reactants are: [CH2:1]([S:5]([NH:8][C:9]1[C:10](=[O:20])[N:11]([CH2:16][C:17]([OH:19])=O)[C:12]([CH3:15])=[CH:13][CH:14]=1)(=[O:7])=[O:6])[CH2:2][CH2:3][CH3:4].Br.Br.[S:23]1[C:27]2[CH2:28][CH:29]([NH2:32])[CH2:30][CH2:31][C:26]=2[N:25]=[C:24]1[NH2:33]. (2) Given the product [C:14]([CH2:16][C:17]([N:11]1[CH2:12][CH2:13][N:8]([C:6]([O:5][C:1]([CH3:4])([CH3:2])[CH3:3])=[O:7])[CH2:9][CH2:10]1)=[O:18])#[N:15], predict the reactants needed to synthesize it. The reactants are: [C:1]([O:5][C:6]([N:8]1[CH2:13][CH2:12][NH:11][CH2:10][CH2:9]1)=[O:7])([CH3:4])([CH3:3])[CH3:2].[C:14]([CH2:16][C:17](OCC)=[O:18])#[N:15].